From a dataset of Catalyst prediction with 721,799 reactions and 888 catalyst types from USPTO. Predict which catalyst facilitates the given reaction. (1) Reactant: C([O:8][C:9]1[CH:14]=[CH:13][C:12](/[CH:15]=[CH:16]/[C:17]([O:19]CC2C=CC=CC=2)=[O:18])=[C:11]([C:27]2[CH2:31][C:30]([CH2:37][C:38]([O:40][CH3:41])=[O:39])([CH2:32][C:33](=[O:36])[O:34][CH3:35])[O:29][N:28]=2)[CH:10]=1)C1C=CC=CC=1. Product: [CH3:41][O:40][C:38](=[O:39])[CH2:37][C:30]1([CH2:32][C:33](=[O:36])[O:34][CH3:35])[O:29][N:28]=[C:27]([C:11]2[CH:10]=[C:9]([OH:8])[CH:14]=[CH:13][C:12]=2[CH2:15][CH2:16][C:17]([OH:19])=[O:18])[CH2:31]1. The catalyst class is: 354. (2) Reactant: C([Li])(CC)C.[F:6][C:7]1[CH:12]=[CH:11][N:10]=[C:9]2[N:13]([Si:16]([CH:23]([CH3:25])[CH3:24])([CH:20]([CH3:22])[CH3:21])[CH:17]([CH3:19])[CH3:18])[CH:14]=[CH:15][C:8]=12.CC1(C)[C@]23C4(ON4S(=O)(=[O:34])C2)C[C@H]1CC3.[Cl-].[NH4+]. Product: [F:6][C:7]1[C:12]([OH:34])=[CH:11][N:10]=[C:9]2[N:13]([Si:16]([CH:20]([CH3:22])[CH3:21])([CH:23]([CH3:25])[CH3:24])[CH:17]([CH3:18])[CH3:19])[CH:14]=[CH:15][C:8]=12. The catalyst class is: 1.